Dataset: Reaction yield outcomes from USPTO patents with 853,638 reactions. Task: Predict the reaction yield, written as a fraction of the theoretical maximum amount of product (1.0 means a 100% yield; for example, 0.34 means a 34% yield). (1) The reactants are C[O:2][P:3]([CH2:7][C:8]([CH3:25])=[CH:9][CH2:10][C:11]1[C:12]([OH:24])=[C:13]2[C:17](=[C:18]([CH3:22])[C:19]=1[O:20][CH3:21])[CH2:16][O:15][C:14]2=[O:23])(=[O:6])[O:4]C.C[Si](Br)(C)C.N1C(C)=CC=CC=1C. The catalyst is C(#N)C. The product is [OH:24][C:12]1[C:11]([CH2:10][CH:9]=[C:8]([CH3:25])[CH2:7][P:3](=[O:2])([OH:6])[OH:4])=[C:19]([O:20][CH3:21])[C:18]([CH3:22])=[C:17]2[C:13]=1[C:14](=[O:23])[O:15][CH2:16]2. The yield is 0.730. (2) The reactants are [CH:1]1[C:10]2[C:5](=[CH:6][CH:7]=[CH:8][CH:9]=2)[CH:4]=[CH:3][C:2]=1[OH:11].[NH2:12][C:13]1[N:14]=[C:15]([NH2:24])[C:16]2[C:21]([CH2:22]Cl)=[CH:20][O:19][C:17]=2[N:18]=1.C(=O)([O-])[O-].[K+].[K+]. The catalyst is CS(C)=O. The product is [NH2:12][C:13]1[N:14]=[C:15]([NH2:24])[C:16]2[C:21]([CH2:22][O:11][C:2]3[CH:3]=[CH:4][C:5]4[C:10](=[CH:9][CH:8]=[CH:7][CH:6]=4)[CH:1]=3)=[CH:20][O:19][C:17]=2[N:18]=1. The yield is 0.230. (3) The yield is 0.340. The reactants are [CH3:1][O:2][C:3]1[C:8]2[N:9]=[C:10]([NH:12][C:13]([C:15]3[S:16][C:17]([CH3:20])=[CH:18][CH:19]=3)=[O:14])[S:11][C:7]=2[C:6]([N:21]2[CH2:26][CH2:25][NH:24][CH2:23][CH2:22]2)=[CH:5][CH:4]=1.[CH:27](O)=O.C=O. The catalyst is CO. The product is [CH3:1][O:2][C:3]1[C:8]2[N:9]=[C:10]([NH:12][C:13]([C:15]3[S:16][C:17]([CH3:20])=[CH:18][CH:19]=3)=[O:14])[S:11][C:7]=2[C:6]([N:21]2[CH2:22][CH2:23][N:24]([CH3:27])[CH2:25][CH2:26]2)=[CH:5][CH:4]=1.